This data is from NCI-60 drug combinations with 297,098 pairs across 59 cell lines. The task is: Regression. Given two drug SMILES strings and cell line genomic features, predict the synergy score measuring deviation from expected non-interaction effect. Drug 1: CS(=O)(=O)CCNCC1=CC=C(O1)C2=CC3=C(C=C2)N=CN=C3NC4=CC(=C(C=C4)OCC5=CC(=CC=C5)F)Cl. Drug 2: CCN(CC)CCNC(=O)C1=C(NC(=C1C)C=C2C3=C(C=CC(=C3)F)NC2=O)C. Cell line: MDA-MB-231. Synergy scores: CSS=-0.335, Synergy_ZIP=4.40, Synergy_Bliss=1.77, Synergy_Loewe=-9.98, Synergy_HSA=-11.2.